This data is from Catalyst prediction with 721,799 reactions and 888 catalyst types from USPTO. The task is: Predict which catalyst facilitates the given reaction. (1) Reactant: [Cl:1][CH2:2][CH2:3][O:4][C:5]1[CH:6]=[C:7]2[C:12](=[CH:13][CH:14]=1)[N:11]=[CH:10][N:9]([C:15]1[CH:16]=[C:17]([CH:21]=[CH:22][C:23]=1[CH3:24])[C:18]([OH:20])=O)[C:8]2=[O:25].[C:26](Cl)(=[O:30])[C:27](Cl)=O.Cl.C([NH:35]O)C.C(N(CC)C(C)C)(C)C. Product: [Cl:1][CH2:2][CH2:3][O:4][C:5]1[CH:6]=[C:7]2[C:12](=[CH:13][CH:14]=1)[N:11]=[CH:10][N:9]([C:15]1[CH:16]=[C:17]([CH:21]=[CH:22][C:23]=1[CH3:24])[C:18]([NH:35][O:30][CH2:26][CH3:27])=[O:20])[C:8]2=[O:25]. The catalyst class is: 59. (2) Reactant: Cl.C(N=C=NCCCN(C)C)C.Cl.[CH2:14]([O:21][C:22]1[CH:29]=[CH:28][C:25]([CH2:26][NH2:27])=[CH:24][C:23]=1[O:30][CH3:31])[C:15]1[CH:20]=[CH:19][CH:18]=[CH:17][CH:16]=1.[C:32]([O:36][C:37]([N:39]1[CH2:44][CH2:43][CH:42]([C:45](O)=[O:46])[CH2:41][CH2:40]1)=[O:38])([CH3:35])([CH3:34])[CH3:33].C(N(CC)CC)C. Product: [C:32]([O:36][C:37]([N:39]1[CH2:44][CH2:43][CH:42]([C:45](=[O:46])[NH:27][CH2:26][C:25]2[CH:28]=[CH:29][C:22]([O:21][CH2:14][C:15]3[CH:20]=[CH:19][CH:18]=[CH:17][CH:16]=3)=[C:23]([O:30][CH3:31])[CH:24]=2)[CH2:41][CH2:40]1)=[O:38])([CH3:35])([CH3:34])[CH3:33]. The catalyst class is: 2. (3) Reactant: [C:1]([C:3]1[CH:8]=[CH:7][C:6]([OH:9])=[CH:5][N:4]=1)#[N:2].[CH3:10]N(C=O)C.C([O-])([O-])=O.[K+].[K+].CI. Product: [C:1]([C:3]1[CH:8]=[CH:7][C:6]([O:9][CH3:10])=[CH:5][N:4]=1)#[N:2]. The catalyst class is: 6. (4) Reactant: [F:1][C:2]([F:17])([F:16])[C:3]1[CH:8]=[CH:7][C:6]([C:9]2[CH:14]=[CH:13][NH:12][C:11](=[O:15])[CH:10]=2)=[CH:5][CH:4]=1.Br[C:19]1[CH:27]=[C:26]2[C:22]([C:23]3[CH2:41][CH2:40][N:39]([C:42]([O:44][C:45]([CH3:48])([CH3:47])[CH3:46])=[O:43])[CH2:38][C:24]=3[N:25]2[S:28]([C:31]2[CH:37]=[CH:36][C:34]([CH3:35])=[CH:33][CH:32]=2)(=[O:30])=[O:29])=[CH:21][CH:20]=1.OC1C=CC=C2C=1N=CC=C2.C([O-])([O-])=O.[Cs+].[Cs+]. Product: [O:15]=[C:11]1[CH:10]=[C:9]([C:6]2[CH:5]=[CH:4][C:3]([C:2]([F:1])([F:16])[F:17])=[CH:8][CH:7]=2)[CH:14]=[CH:13][N:12]1[C:19]1[CH:27]=[C:26]2[C:22]([C:23]3[CH2:41][CH2:40][N:39]([C:42]([O:44][C:45]([CH3:48])([CH3:47])[CH3:46])=[O:43])[CH2:38][C:24]=3[N:25]2[S:28]([C:31]2[CH:32]=[CH:33][C:34]([CH3:35])=[CH:36][CH:37]=2)(=[O:30])=[O:29])=[CH:21][CH:20]=1. The catalyst class is: 156. (5) Reactant: [F:1][C:2]1[CH:22]=[CH:21][C:5]([O:6][CH2:7][CH:8]2[CH2:13][CH2:12][CH2:11][N:10](C(OC(C)(C)C)=O)[CH2:9]2)=[CH:4][CH:3]=1.[ClH:23]. The catalyst class is: 269. Product: [ClH:23].[F:1][C:2]1[CH:3]=[CH:4][C:5]([O:6][CH2:7][CH:8]2[CH2:13][CH2:12][CH2:11][NH:10][CH2:9]2)=[CH:21][CH:22]=1. (6) Reactant: [N:1]1[CH:6]=[CH:5][CH:4]=[CH:3][C:2]=1[C:7]1[CH:11]=[C:10]([C:12]([O:14]CC)=O)[O:9][N:8]=1.O/[N:18]=[C:19](\[NH2:27])/[C:20]1[CH:25]=[CH:24][C:23]([CH3:26])=[CH:22][CH:21]=1.[H-].[Na+]. Product: [N:1]1[CH:6]=[CH:5][CH:4]=[CH:3][C:2]=1[C:7]1[CH:11]=[C:10]([C:12]2[O:14][N:27]=[C:19]([C:20]3[CH:25]=[CH:24][C:23]([CH3:26])=[CH:22][CH:21]=3)[N:18]=2)[O:9][N:8]=1. The catalyst class is: 9. (7) Reactant: [NH2:1][CH:2]1[CH2:7][CH2:6][N:5]([CH2:8][CH2:9][N:10]2[C:19]3[C:14](=[CH:15][CH:16]=[C:17]([F:20])[CH:18]=3)[CH:13]=[CH:12][C:11]2=[O:21])[CH2:4][CH2:3]1.[S:22]1[C:30]2[CH:29]=[C:28]([CH:31]=O)[N:27]=[CH:26][C:25]=2[O:24][CH2:23]1.[BH-](OC(C)=O)(OC(C)=O)OC(C)=O.[Na+].C(Cl)(Cl)[Cl:48]. Product: [ClH:48].[ClH:48].[F:20][C:17]1[CH:18]=[C:19]2[C:14]([CH:13]=[CH:12][C:11](=[O:21])[N:10]2[CH2:9][CH2:8][N:5]2[CH2:6][CH2:7][CH:2]([NH:1][CH2:31][C:28]3[N:27]=[CH:26][C:25]4[O:24][CH2:23][S:22][C:30]=4[CH:29]=3)[CH2:3][CH2:4]2)=[CH:15][CH:16]=1. The catalyst class is: 5.